From a dataset of Kir2.1 potassium channel HTS with 301,493 compounds. Binary Classification. Given a drug SMILES string, predict its activity (active/inactive) in a high-throughput screening assay against a specified biological target. (1) The compound is O1C(C(C(C1=O)C(OCC)=O)C(C)C(=O)c1ccccc1)(C)C. The result is 0 (inactive). (2) The molecule is O(C(=O)c1ccc(C(C)(C)C)cc1)c1c([N+]([O-])=O)c(=O)[nH]c(c1)C. The result is 0 (inactive). (3) The molecule is Brc1cc(CNCC)cc(OC)c1OCC(=O)Nc1ccccc1. The result is 0 (inactive). (4) The drug is S(=O)(=O)(N1CCOCC1)c1cc(NC(=O)CSc2scnn2)c(N(CC)CC)cc1. The result is 0 (inactive). (5) The molecule is S1(=O)(=O)N(C(c2c1ccc(c2)C(F)(F)F)CC(=O)C)c1ccc(N(C)C)cc1. The result is 0 (inactive). (6) The compound is Clc1c(CNC(=O)C2CCN(CC2)c2onc(n2)c2ccc(OC)cc2)cccc1. The result is 0 (inactive). (7) The drug is On1n(c2n[nH]c(c2)c2cc(OC)c(OC)cc2)c(=O)[nH]c2c1cccc2. The result is 0 (inactive). (8) The drug is Brc1cc(C(=O)NNC(=O)c2ccc(cc2)C)ccc1. The result is 0 (inactive). (9) The drug is s1c2CCCc2c(c1NC(=O)c1noc(C(C)C)c1[N+]([O-])=O)C#N. The result is 0 (inactive). (10) The drug is O=C(NCc1ccccc1)c1c(nn(c1)CCC#N)c1ccc(OC)cc1. The result is 0 (inactive).